From a dataset of CYP2D6 inhibition data for predicting drug metabolism from PubChem BioAssay. Regression/Classification. Given a drug SMILES string, predict its absorption, distribution, metabolism, or excretion properties. Task type varies by dataset: regression for continuous measurements (e.g., permeability, clearance, half-life) or binary classification for categorical outcomes (e.g., BBB penetration, CYP inhibition). Dataset: cyp2d6_veith. The drug is C[C@@H]1Nc2ccc(Cl)cc2S(=O)(=O)N1. The result is 0 (non-inhibitor).